Task: Predict the product of the given reaction.. Dataset: Forward reaction prediction with 1.9M reactions from USPTO patents (1976-2016) (1) Given the reactants [C:1]([C:3]1[C:4]([O:16][CH3:17])=[C:5]([C:13]([OH:15])=O)[C:6]2[C:11]([CH:12]=1)=[CH:10][CH:9]=[CH:8][CH:7]=2)#[N:2].[CH3:18][N:19]1[CH2:24][CH2:23][C:22]([C:27]2[CH:32]=[CH:31][C:30]([F:33])=[CH:29][CH:28]=2)([CH2:25][NH2:26])[CH2:21][CH2:20]1.Cl.C(N=C=NCCCN(C)C)C.ON1C2C=CC=CC=2N=N1, predict the reaction product. The product is: [CH3:18][N:19]1[CH2:20][CH2:21][C:22]([C:27]2[CH:28]=[CH:29][C:30]([F:33])=[CH:31][CH:32]=2)([CH2:25][NH:26][C:13]([C:5]2[C:6]3[C:11](=[CH:10][CH:9]=[CH:8][CH:7]=3)[CH:12]=[C:3]([C:1]#[N:2])[C:4]=2[O:16][CH3:17])=[O:15])[CH2:23][CH2:24]1. (2) Given the reactants [C:1]([C:3]1[C:4]([S:23][CH2:24][C:25]([NH2:27])=[O:26])=[N:5][C:6]([NH:19][CH:20]2[CH2:22][CH2:21]2)=[N:7][C:8]=1[C:9]1[CH:14]=[CH:13][C:12]([C:15]([F:18])([F:17])[F:16])=[CH:11][CH:10]=1)#[N:2].[Na].O.C(O)(=O)C, predict the reaction product. The product is: [NH2:2][C:1]1[C:3]2[C:8]([C:9]3[CH:14]=[CH:13][C:12]([C:15]([F:18])([F:16])[F:17])=[CH:11][CH:10]=3)=[N:7][C:6]([NH:19][CH:20]3[CH2:21][CH2:22]3)=[N:5][C:4]=2[S:23][C:24]=1[C:25]([NH2:27])=[O:26]. (3) Given the reactants [ClH:1].Cl.F[C:4]1[CH:9]=[CH:8][CH:7]=[CH:6][C:5]=1[C@H:10]([CH2:14][CH2:15][N:16]1[CH2:19][CH:18]([N:20]2[CH2:25][CH2:24][O:23][CH2:22][CH2:21]2)[CH2:17]1)[CH2:11][NH:12][CH3:13].[Br:26][C:27]1[CH:28]=[C:29]([CH:33]=[C:34]([Br:36])[CH:35]=1)[C:30]([OH:32])=O.CCN(C(C)C)C(C)C.CN(C(ON1N=NC2C=CC=CC1=2)=[N+](C)C)C.[B-](F)(F)(F)[F:64], predict the reaction product. The product is: [ClH:1].[ClH:1].[Br:36][C:34]1[CH:33]=[C:29]([CH:28]=[C:27]([Br:26])[CH:35]=1)[C:30]([N:12]([CH2:11][C@H:10]([C:5]1[CH:6]=[CH:7][C:8]([F:64])=[CH:9][CH:4]=1)[CH2:14][CH2:15][N:16]1[CH2:19][CH:18]([N:20]2[CH2:25][CH2:24][O:23][CH2:22][CH2:21]2)[CH2:17]1)[CH3:13])=[O:32]. (4) Given the reactants [CH:1]([S:4](Cl)(=[O:6])=[O:5])([CH3:3])[CH3:2].[NH2:8][C@H:9]1[CH2:14][CH2:13][C@H:12]([CH2:15][NH:16][C:17]([O:19][C:20]([CH3:23])([CH3:22])[CH3:21])=[O:18])[CH2:11][CH2:10]1.[OH-].[Na+], predict the reaction product. The product is: [C:20]([O:19][C:17]([NH:16][CH2:15][C@H:12]1[CH2:11][CH2:10][C@H:9]([NH:8][S:4]([CH:1]([CH3:3])[CH3:2])(=[O:6])=[O:5])[CH2:14][CH2:13]1)=[O:18])([CH3:23])([CH3:21])[CH3:22]. (5) Given the reactants [N+:1]([CH2:3][C:4]([O:6][CH2:7][CH3:8])=[O:5])#[C-:2].[CH2:9]1[CH2:19][CH2:18]N2C(=NCCC2)C[CH2:10]1.[CH:20](=[O:22])[CH3:21].C(O)(=[O:25])C, predict the reaction product. The product is: [CH2:7]([O:6][C:4]([C:3]1[NH:1][CH:2]=[C:9]([C:10]([O:22][CH2:20][CH3:21])=[O:25])[C:19]=1[CH3:18])=[O:5])[CH3:8].